Dataset: Forward reaction prediction with 1.9M reactions from USPTO patents (1976-2016). Task: Predict the product of the given reaction. (1) Given the reactants [CH3:1][O:2][C:3]1[CH:4]=[C:5]2[C:9](=[CH:10][CH:11]=1)[N:8]([CH3:12])[CH:7]=[C:6]2[C:13]1[N:23]([CH2:24][O:25][CH2:26][CH2:27][Si:28]([CH3:31])([CH3:30])[CH3:29])[C:16]2=[N:17][CH:18]=[C:19]([CH2:21][NH2:22])[N:20]=[C:15]2[CH:14]=1.N1C=CC=CC=1.[CH3:38][C:39](OC(C)=O)=[O:40].CC(O)=O, predict the reaction product. The product is: [CH3:1][O:2][C:3]1[CH:4]=[C:5]2[C:9](=[CH:10][CH:11]=1)[N:8]([CH3:12])[CH:7]=[C:6]2[C:13]1[N:23]([CH2:24][O:25][CH2:26][CH2:27][Si:28]([CH3:30])([CH3:29])[CH3:31])[C:16]2=[N:17][CH:18]=[C:19]([CH2:21][NH:22][C:39](=[O:40])[CH3:38])[N:20]=[C:15]2[CH:14]=1. (2) Given the reactants [NH2:1][C:2]1[N:7]([CH2:8][CH2:9][CH2:10][CH3:11])[C:6](=[O:12])[N:5]([CH2:13][C:14]2[CH:19]=[CH:18][CH:17]=[CH:16][C:15]=2[F:20])[C:4](=[O:21])[C:3]=1[NH:22][C:23]([CH2:25][C:26]1[CH:31]=[CH:30][C:29]([NH:32][C:33]([C:35]2[N:39]=[CH:38][N:37]([C:40]([C:53]3[CH:58]=[CH:57][CH:56]=[CH:55][CH:54]=3)([C:47]3[CH:52]=[CH:51][CH:50]=[CH:49][CH:48]=3)[C:41]3[CH:46]=[CH:45][CH:44]=[CH:43][CH:42]=3)[N:36]=2)=[O:34])=[CH:28][CH:27]=1)=O.[OH-].[Na+].Cl, predict the reaction product. The product is: [CH2:8]([N:7]1[C:2]2[N:1]=[C:23]([CH2:25][C:26]3[CH:27]=[CH:28][C:29]([NH:32][C:33]([C:35]4[N:39]=[CH:38][N:37]([C:40]([C:53]5[CH:58]=[CH:57][CH:56]=[CH:55][CH:54]=5)([C:47]5[CH:48]=[CH:49][CH:50]=[CH:51][CH:52]=5)[C:41]5[CH:42]=[CH:43][CH:44]=[CH:45][CH:46]=5)[N:36]=4)=[O:34])=[CH:30][CH:31]=3)[NH:22][C:3]=2[C:4](=[O:21])[N:5]([CH2:13][C:14]2[CH:19]=[CH:18][CH:17]=[CH:16][C:15]=2[F:20])[C:6]1=[O:12])[CH2:9][CH2:10][CH3:11]. (3) Given the reactants COC1C=[CH:7][C:6]([C:9]2[C:14]([C:15]([O:17][CH2:18][CH3:19])=[O:16])=[C:13]([CH3:20])[N:12]=[C:11]([S:21][CH3:22])[N:10]=2)=CC=1.CO[CH:25](OC)[N:26](C)[CH3:27], predict the reaction product. The product is: [CH3:25][N:26]([CH3:27])/[CH:7]=[CH:6]/[C:9]1[C:14]([C:15]([O:17][CH2:18][CH3:19])=[O:16])=[C:13]([CH3:20])[N:12]=[C:11]([S:21][CH3:22])[N:10]=1. (4) Given the reactants C([N:8]1[C@H:13]([CH3:14])[CH2:12][N:11]([CH2:15][C:16]2[CH:21]=[C:20]([C:22]3[CH:27]=[CH:26][C:25]([OH:28])=[CH:24][CH:23]=3)[N:19]=[C:18]3[N:29](C4CCCCO4)[N:30]=[C:31]([CH3:32])[C:17]=23)[C@@H:10]([CH3:39])[CH2:9]1)C1C=CC=CC=1, predict the reaction product. The product is: [CH3:39][C@H:10]1[CH2:9][NH:8][C@H:13]([CH3:14])[CH2:12][N:11]1[CH2:15][C:16]1[CH:21]=[C:20]([C:22]2[CH:23]=[CH:24][C:25]([OH:28])=[CH:26][CH:27]=2)[N:19]=[C:18]2[NH:29][N:30]=[C:31]([CH3:32])[C:17]=12.